From a dataset of Forward reaction prediction with 1.9M reactions from USPTO patents (1976-2016). Predict the product of the given reaction. Given the reactants [NH:1]1[C:9]2[C:4](=[N:5][CH:6]=[CH:7][CH:8]=2)[N:3]=[C:2]1C(N)CCN.[Br:15][C:16]1[CH:17]=[C:18]([CH:25]=[C:26]([Br:28])[CH:27]=1)[CH2:19][NH:20][CH2:21][CH2:22][CH2:23][NH2:24], predict the reaction product. The product is: [Br:15][C:16]1[CH:17]=[C:18]([CH:25]=[C:26]([Br:28])[CH:27]=1)[CH2:19][NH:20][CH2:21][CH2:22][CH2:23][NH:24][C:2]1[NH:1][C:9]2[C:4]([N:3]=1)=[N:5][CH:6]=[CH:7][CH:8]=2.